From a dataset of Forward reaction prediction with 1.9M reactions from USPTO patents (1976-2016). Predict the product of the given reaction. (1) The product is: [Cl:1][C:2]1[CH:7]=[CH:6][N:5]=[C:4]2[NH:8][C:9]([C:11]3[CH:12]=[CH:13][C:14]([CH2:17][N:19]4[CH2:24][CH2:23][O:22][CH2:21][CH2:20]4)=[CH:15][CH:16]=3)=[N:10][C:3]=12. Given the reactants [Cl:1][C:2]1[CH:7]=[CH:6][N:5]=[C:4]2[NH:8][C:9]([C:11]3[CH:16]=[CH:15][C:14]([C:17]([N:19]4[CH2:24][CH2:23][O:22][CH2:21][CH2:20]4)=O)=[CH:13][CH:12]=3)=[N:10][C:3]=12, predict the reaction product. (2) The product is: [CH3:1][C:2]1[CH:7]=[C:6]([CH3:8])[CH:5]=[CH:4][C:3]=1[N:9]1[CH2:14][CH2:13][N:12]([CH2:15][CH2:16][NH:17][CH2:30][C:21]2[CH:20]=[C:19]([CH3:18])[N:23]([C:24]3[CH:29]=[CH:28][CH:27]=[CH:26][CH:25]=3)[N:22]=2)[CH2:11][CH2:10]1. Given the reactants [CH3:1][C:2]1[CH:7]=[C:6]([CH3:8])[CH:5]=[CH:4][C:3]=1[N:9]1[CH2:14][CH2:13][N:12]([CH2:15][CH2:16][NH2:17])[CH2:11][CH2:10]1.[CH3:18][C:19]1[N:23]([C:24]2[CH:29]=[CH:28][CH:27]=[CH:26][CH:25]=2)[N:22]=[C:21]([CH:30]=O)[CH:20]=1, predict the reaction product.